Dataset: Full USPTO retrosynthesis dataset with 1.9M reactions from patents (1976-2016). Task: Predict the reactants needed to synthesize the given product. (1) Given the product [N+:28]([C:29]1[CH:38]=[C:37]2[C:33]([CH2:34][CH2:35][CH2:36]2)=[CH:32][C:30]=1[NH:31][C:10](=[O:11])[CH3:12])([O-:39])=[O:41], predict the reactants needed to synthesize it. The reactants are: OO.C(O[C:10]([C:12](F)(F)F)=[O:11])(C(F)(F)F)=O.N1(CCCNC2N=[N+:28]([O-:39])[C:29]3[CH:38]=[C:37]4[C:33]([CH2:34][CH2:35][CH2:36]4)=[CH:32][C:30]=3[N:31]=2)CCOCC1.C(O)(C(F)(F)F)=[O:41]. (2) Given the product [ClH:29].[ClH:29].[CH:1]([O:4][CH2:5][CH2:6][NH:7][C:8]1[CH:9]=[CH:10][C:11]([NH2:14])=[CH:12][CH:13]=1)([CH3:3])[CH3:2], predict the reactants needed to synthesize it. The reactants are: [CH:1]([O:4][CH2:5][CH2:6][NH:7][C:8]1[CH:13]=[CH:12][C:11]([N+:14]([O-])=O)=[CH:10][CH:9]=1)([CH3:3])[CH3:2].C1(N)C(F)=C(F)C(F)=C(N)C=1F.[ClH:29].Cl. (3) Given the product [CH2:16]([C@H:4]1[C@H:3]([CH3:18])[C@@H:2]([NH:1][C:20]2[CH:25]=[CH:24][CH:23]=[C:22]([O:26][CH3:27])[N:21]=2)[C:11]2[C:6](=[CH:7][CH:8]=[C:9]([F:12])[CH:10]=2)[N:5]1[C:13](=[O:15])[CH3:14])[CH3:17], predict the reactants needed to synthesize it. The reactants are: [NH2:1][C@H:2]1[C:11]2[C:6](=[CH:7][CH:8]=[C:9]([F:12])[CH:10]=2)[N:5]([C:13](=[O:15])[CH3:14])[C@@H:4]([CH2:16][CH3:17])[C@@H:3]1[CH3:18].Br[C:20]1[CH:25]=[CH:24][CH:23]=[C:22]([O:26][CH3:27])[N:21]=1.CC(C)([O-])C.[Na+].CN(C1C(C2C(P(C3CCCCC3)C3CCCCC3)=CC=CC=2)=CC=CC=1)C.